From a dataset of Forward reaction prediction with 1.9M reactions from USPTO patents (1976-2016). Predict the product of the given reaction. (1) Given the reactants Cl[C:2](OC(Cl)(Cl)Cl)=[O:3].[NH:9]1[CH2:12][CH2:11][CH2:10]1.C(N(CC)C(C)C)(C)C.Cl.[NH2:23][CH2:24][C:25]1[C:30]([Cl:31])=[N:29][CH:28]=[CH:27][N:26]=1.C(N(CC)CC)C, predict the reaction product. The product is: [Cl:31][C:30]1[C:25]([CH2:24][NH:23][C:2]([N:9]2[CH2:12][CH2:11][CH2:10]2)=[O:3])=[N:26][CH:27]=[CH:28][N:29]=1. (2) Given the reactants [C:1]([O:7][CH2:8][CH3:9])(=O)[CH2:2][C:3]([CH3:5])=[O:4].[CH:10]1[CH:11]=[CH:12][C:13]2C(=O)C=CC(=O)[C:14]=2[CH:15]=1, predict the reaction product. The product is: [OH:4][C:3]1[C:5]2[C:11](=[CH:10][CH:15]=[CH:14][CH:13]=2)[C:12]2[CH:9]=[CH:8][O:7][C:1]=2[CH:2]=1. (3) Given the reactants [CH3:1][Si:2]([CH3:15])([CH3:14])[CH2:3][CH2:4][O:5][CH2:6][O:7][C:8]1[CH:9]=[N:10][CH:11]=[CH:12][CH:13]=1.CCCCC.C([Li])(C)(C)C.CN(C)[CH:28]=[O:29].[Cl-].[NH4+], predict the reaction product. The product is: [CH:28]([C:13]1[CH:12]=[CH:11][N:10]=[CH:9][C:8]=1[O:7][CH2:6][O:5][CH2:4][CH2:3][Si:2]([CH3:15])([CH3:14])[CH3:1])=[O:29]. (4) Given the reactants [CH3:1][C:2]1[CH:11]=[CH:10][C:5]2[N:6]=[C:7]([NH2:9])[S:8][C:4]=2[CH:3]=1.[F:12][C:13]([F:24])([F:23])[C:14]1[CH:15]=[C:16]([CH:20]=[CH:21][CH:22]=1)[C:17](Cl)=[O:18].C[O:26][C:27]1[CH:36]=CC2N=C(N)SC=2C=1.ClC1C=C(C=CC=1)C(Cl)=[O:42], predict the reaction product. The product is: [CH3:1][C:2]1[CH:11]=[CH:10][C:5]2[N:6]([CH2:36][C:27]([OH:26])=[O:42])[C:7](=[N:9][C:17](=[O:18])[C:16]3[CH:20]=[CH:21][CH:22]=[C:14]([C:13]([F:24])([F:23])[F:12])[CH:15]=3)[S:8][C:4]=2[CH:3]=1. (5) Given the reactants [Cl:1][C:2]1[C:3]([OH:18])=[C:4]([CH:9]=[C:10]([CH:15]2[CH2:17][CH2:16]2)[C:11]=1[CH:12]1[CH2:14][CH2:13]1)[C:5]([O:7][CH3:8])=[O:6].I[CH:20]([CH3:22])[CH3:21], predict the reaction product. The product is: [Cl:1][C:2]1[C:3]([O:18][CH:20]([CH3:22])[CH3:21])=[C:4]([CH:9]=[C:10]([CH:15]2[CH2:16][CH2:17]2)[C:11]=1[CH:12]1[CH2:14][CH2:13]1)[C:5]([O:7][CH3:8])=[O:6]. (6) Given the reactants [CH2:1]([NH:3][C:4](=[S:7])[NH:5][NH2:6])[CH3:2].C(N(CC)CC)C.[F:15][C:16]([F:27])([F:26])[C:17](O[C:17](=O)[C:16]([F:27])([F:26])[F:15])=O, predict the reaction product. The product is: [CH2:1]([N:3]1[C:17]([C:16]([F:27])([F:26])[F:15])=[N:6][N:5]=[C:4]1[SH:7])[CH3:2].